Dataset: NCI-60 drug combinations with 297,098 pairs across 59 cell lines. Task: Regression. Given two drug SMILES strings and cell line genomic features, predict the synergy score measuring deviation from expected non-interaction effect. (1) Drug 1: CC1CCC2CC(C(=CC=CC=CC(CC(C(=O)C(C(C(=CC(C(=O)CC(OC(=O)C3CCCCN3C(=O)C(=O)C1(O2)O)C(C)CC4CCC(C(C4)OC)O)C)C)O)OC)C)C)C)OC. Drug 2: C1C(C(OC1N2C=NC3=C2NC=NCC3O)CO)O. Cell line: SN12C. Synergy scores: CSS=13.8, Synergy_ZIP=-3.52, Synergy_Bliss=3.27, Synergy_Loewe=-1.56, Synergy_HSA=3.21. (2) Drug 1: CC1CCCC2(C(O2)CC(NC(=O)CC(C(C(=O)C(C1O)C)(C)C)O)C(=CC3=CSC(=N3)C)C)C. Drug 2: B(C(CC(C)C)NC(=O)C(CC1=CC=CC=C1)NC(=O)C2=NC=CN=C2)(O)O. Cell line: KM12. Synergy scores: CSS=73.4, Synergy_ZIP=1.69, Synergy_Bliss=0.635, Synergy_Loewe=-1.57, Synergy_HSA=1.23.